From a dataset of Catalyst prediction with 721,799 reactions and 888 catalyst types from USPTO. Predict which catalyst facilitates the given reaction. (1) Reactant: C(OC([N:8]1[C:16]2[C:11](=[CH:12][CH:13]=[C:14]([Cl:17])[CH:15]=2)/[C:10](=[CH:18]/[C:19]2[CH:24]=[C:23]([Cl:25])[CH:22]=[CH:21][C:20]=2[O:26][C:27]([C:34]([O:36][CH2:37][CH3:38])=[O:35])([CH2:31][CH2:32][CH3:33])[CH2:28][CH2:29][CH3:30])/[C:9]1=[O:39])=O)(C)(C)C.[F:40][C:41]1[CH:42]=[CH:43][C:44]([CH3:56])=[C:45]([CH:47]=[N:48][C:49]([O:51][Si](C)(C)C)=[CH2:50])[CH:46]=1. Product: [Cl:25][C:23]1[CH:22]=[CH:21][C:20]([O:26][C:27]([C:34]([O:36][CH2:37][CH3:38])=[O:35])([CH2:28][CH2:29][CH3:30])[CH2:31][CH2:32][CH3:33])=[C:19]([CH:18]2[CH2:51][C:49](=[O:50])[NH:48][CH:47]([C:45]3[CH:46]=[C:41]([F:40])[CH:42]=[CH:43][C:44]=3[CH3:56])[C:10]32[C:11]2[C:16](=[CH:15][C:14]([Cl:17])=[CH:13][CH:12]=2)[NH:8][C:9]3=[O:39])[CH:24]=1. The catalyst class is: 11. (2) Reactant: Br[C:2]1[CH:7]=[CH:6][C:5]([N+:8]([O-:10])=[O:9])=[CH:4][CH:3]=1.[NH:11]1[CH2:16][CH2:15][CH2:14][CH2:13][CH2:12]1.C(=O)([O-])[O-].[K+].[K+].O. Product: [N:11]1([C:2]2[CH:7]=[CH:6][C:5]([N+:8]([O-:10])=[O:9])=[CH:4][CH:3]=2)[CH2:16][CH2:15][CH2:14][CH2:13][CH2:12]1. The catalyst class is: 16. (3) Product: [F:20][CH:21]([F:29])[O:1][CH2:2][C:3]([O:5][CH2:6][C:7]1[CH:12]=[CH:11][CH:10]=[CH:9][CH:8]=1)=[O:4]. Reactant: [OH:1][CH2:2][C:3]([O:5][CH2:6][C:7]1[CH:12]=[CH:11][CH:10]=[CH:9][CH:8]=1)=[O:4].S([O-])([O-])(=O)=O.[Na+].[Na+].[F:20][C:21]([F:29])(S(F)(=O)=O)C(O)=O.C(=O)([O-])[O-].[Na+].[Na+]. The catalyst class is: 23. (4) Reactant: [NH:1]1[C:9]2[C:4](=[CH:5][CH:6]=[C:7]([C:10]([O:12][CH3:13])=[O:11])[CH:8]=2)[CH:3]=[CH:2]1.CC(C)([O-])C.[K+].I[CH2:21][CH2:22][CH2:23][CH3:24]. Product: [CH2:21]([N:1]1[C:9]2[C:4](=[CH:5][CH:6]=[C:7]([C:10]([O:12][CH3:13])=[O:11])[CH:8]=2)[CH:3]=[CH:2]1)[CH2:22][CH2:23][CH3:24]. The catalyst class is: 16.